This data is from Forward reaction prediction with 1.9M reactions from USPTO patents (1976-2016). The task is: Predict the product of the given reaction. (1) Given the reactants [C:1]([C:3]1[CH:8]=[CH:7][C:6]([OH:9])=[CH:5][CH:4]=1)#[N:2].[OH-].[NH4+].[I-:12].[K+].II, predict the reaction product. The product is: [OH:9][C:6]1[CH:7]=[CH:8][C:3]([C:1]#[N:2])=[CH:4][C:5]=1[I:12]. (2) The product is: [Cl:1][C:2]1[C:11]([N+:14]([O-:16])=[O:15])=[CH:10][CH:9]=[C:8]2[C:3]=1[C:4](=[O:13])[NH:5][C:6](=[O:12])[NH:7]2. Given the reactants [Cl:1][C:2]1[CH:11]=[CH:10][CH:9]=[C:8]2[C:3]=1[C:4](=[O:13])[NH:5][C:6](=[O:12])[NH:7]2.[N+:14]([O-])([OH:16])=[O:15], predict the reaction product. (3) Given the reactants Cl[C:2]1[C:3](=[O:19])[N:4]([CH2:15][CH2:16][O:17][CH3:18])[S:5](=[O:14])(=[O:13])[C:6]=1[C:7]1[CH:12]=[CH:11][CH:10]=[CH:9][CH:8]=1.[CH:20]1([C:26]2[CH:27]=[CH:28][C:29]([O:33][CH3:34])=[C:30]([CH:32]=2)[NH2:31])[CH2:25][CH2:24][CH2:23][CH2:22][CH2:21]1, predict the reaction product. The product is: [CH:20]1([C:26]2[CH:27]=[CH:28][C:29]([O:33][CH3:34])=[C:30]([NH:31][C:2]3[C:3](=[O:19])[N:4]([CH2:15][CH2:16][O:17][CH3:18])[S:5](=[O:14])(=[O:13])[C:6]=3[C:7]3[CH:12]=[CH:11][CH:10]=[CH:9][CH:8]=3)[CH:32]=2)[CH2:21][CH2:22][CH2:23][CH2:24][CH2:25]1. (4) Given the reactants [CH3:1][C:2]1[CH:7]=[C:6]([CH3:8])[CH:5]=[CH:4][C:3]=1[N:9]1[CH2:14][CH2:13][N:12]([C:15]([C:17]2[CH:22]=[CH:21][C:20]([N:23]3[C@H:27]([CH2:28][OH:29])[CH2:26][CH2:25][S:24]3(=[O:31])=[O:30])=[CH:19][C:18]=2[F:32])=[O:16])[CH2:11][CH2:10]1.S(C1C=CC(C)=CC=1)(O[CH3:37])(=O)=O, predict the reaction product. The product is: [CH3:1][C:2]1[CH:7]=[C:6]([CH3:8])[CH:5]=[CH:4][C:3]=1[N:9]1[CH2:10][CH2:11][N:12]([C:15]([C:17]2[CH:22]=[CH:21][C:20]([N:23]3[C@H:27]([CH2:28][O:29][CH3:37])[CH2:26][CH2:25][S:24]3(=[O:30])=[O:31])=[CH:19][C:18]=2[F:32])=[O:16])[CH2:13][CH2:14]1. (5) Given the reactants [OH:1]/[N:2]=[C:3](/[C:22]1[CH:27]=[CH:26][N:25]=[C:24]([CH3:28])[CH:23]=1)\[CH2:4][C@H:5]([C:13]1[CH:21]=[CH:20][C:16]([C:17]([OH:19])=O)=[CH:15][CH:14]=1)[C:6]1[CH:11]=[CH:10][CH:9]=[CH:8][C:7]=1[CH3:12].[NH2:29][CH2:30][CH2:31][OH:32].F[P-](F)(F)(F)(F)F.N1(O[P+](N(C)C)(N(C)C)N(C)C)C2C=CC=CC=2N=N1, predict the reaction product. The product is: [OH:32][CH2:31][CH2:30][NH:29][C:17](=[O:19])[C:16]1[CH:20]=[CH:21][C:13]([C@H:5]([C:6]2[CH:11]=[CH:10][CH:9]=[CH:8][C:7]=2[CH3:12])[CH2:4]/[C:3](=[N:2]\[OH:1])/[C:22]2[CH:27]=[CH:26][N:25]=[C:24]([CH3:28])[CH:23]=2)=[CH:14][CH:15]=1. (6) Given the reactants [C:1]([C:5]1[CH:6]=[C:7]([NH:17][C:18]([NH:20][C:21]2[C:30]3[C:25](=[CH:26][CH:27]=[CH:28][CH:29]=3)[C:24]([O:31][C:32]3[CH:37]=[CH:36][N:35]=[C:34]([NH:38][CH2:39][C:40]4[CH:45]=[CH:44][CH:43]=[CH:42][N:41]=4)[CH:33]=3)=[CH:23][CH:22]=2)=[O:19])[C:8]([O:15][CH3:16])=[C:9]([CH:14]=1)[C:10]([O:12]C)=[O:11])([CH3:4])([CH3:3])[CH3:2].CO.C1COCC1.C(OCC)(=O)C, predict the reaction product. The product is: [C:1]([C:5]1[CH:6]=[C:7]([NH:17][C:18]([NH:20][C:21]2[C:30]3[C:25](=[CH:26][CH:27]=[CH:28][CH:29]=3)[C:24]([O:31][C:32]3[CH:37]=[CH:36][N:35]=[C:34]([NH:38][CH2:39][C:40]4[CH:45]=[CH:44][CH:43]=[CH:42][N:41]=4)[CH:33]=3)=[CH:23][CH:22]=2)=[O:19])[C:8]([O:15][CH3:16])=[C:9]([CH:14]=1)[C:10]([OH:12])=[O:11])([CH3:4])([CH3:2])[CH3:3].